This data is from Full USPTO retrosynthesis dataset with 1.9M reactions from patents (1976-2016). The task is: Predict the reactants needed to synthesize the given product. (1) Given the product [Br:30][CH2:11][C:10]1[N:2]([CH3:1])[C:3]2[C:8]([N:9]=1)=[C:7]([N:13]1[CH2:18][CH2:17][O:16][CH2:15][CH2:14]1)[N:6]=[C:5]([N:19]1[C:23]3[CH:24]=[CH:25][CH:26]=[CH:27][C:22]=3[N:21]=[C:20]1[CH3:28])[N:4]=2, predict the reactants needed to synthesize it. The reactants are: [CH3:1][N:2]1[C:10]([CH2:11]O)=[N:9][C:8]2[C:3]1=[N:4][C:5]([N:19]1[C:23]3[CH:24]=[CH:25][CH:26]=[CH:27][C:22]=3[N:21]=[C:20]1[CH3:28])=[N:6][C:7]=2[N:13]1[CH2:18][CH2:17][O:16][CH2:15][CH2:14]1.P(Br)(Br)[Br:30]. (2) Given the product [O:14]1[C:3]2[CH:2]=[CH:1][C:6](/[CH:7]=[CH:8]/[C:9]([O:11][CH3:16])=[O:10])=[CH:5][C:4]=2[O:12][CH2:13]1, predict the reactants needed to synthesize it. The reactants are: [CH:1]1[C:6](/[CH:7]=[CH:8]/[C:9]([OH:11])=[O:10])=[CH:5][C:4]2[O:12][CH2:13][O:14][C:3]=2[CH:2]=1.O.[C:16]1(C)C=CC(S(O)(=O)=O)=CC=1. (3) Given the product [O:10]1[C:6]2([CH2:11][CH2:12][CH:3]([CH2:2][S:24][C:23]3[N:19]([C:13]4[CH:18]=[CH:17][CH:16]=[CH:15][CH:14]=4)[N:20]=[N:21][N:22]=3)[CH2:4][CH2:5]2)[O:7][CH2:8][CH2:9]1, predict the reactants needed to synthesize it. The reactants are: I[CH2:2][CH:3]1[CH2:12][CH2:11][C:6]2([O:10][CH2:9][CH2:8][O:7]2)[CH2:5][CH2:4]1.[C:13]1([N:19]2[C:23]([SH:24])=[N:22][N:21]=[N:20]2)[CH:18]=[CH:17][CH:16]=[CH:15][CH:14]=1.[OH-].[K+].O. (4) Given the product [Cl:1][C:2]1[CH:17]=[C:16]([CH:15]=[CH:14][C:3]=1[O:4][C:5]([CH3:7])([C:8]1[CH:13]=[CH:12][CH:11]=[CH:10][N:9]=1)[CH3:6])[NH2:18], predict the reactants needed to synthesize it. The reactants are: [Cl:1][C:2]1[CH:17]=[C:16]([N+:18]([O-])=O)[CH:15]=[CH:14][C:3]=1[O:4][C:5]([C:8]1[CH:13]=[CH:12][CH:11]=[CH:10][N:9]=1)([CH3:7])[CH3:6]. (5) Given the product [CH2:1]([O:8][C:9]1[CH:16]=[CH:15][C:12]([CH3:13])=[C:11]([OH:17])[CH:10]=1)[C:2]1[CH:3]=[CH:4][CH:5]=[CH:6][CH:7]=1, predict the reactants needed to synthesize it. The reactants are: [CH2:1]([O:8][C:9]1[CH:16]=[CH:15][C:12]([CH:13]=O)=[C:11]([OH:17])[CH:10]=1)[C:2]1[CH:7]=[CH:6][CH:5]=[CH:4][CH:3]=1.C([BH3-])#N.[Na+].CN(C1C=CC(N=NC2C=CC(S(O)(=O)=O)=CC=2)=CC=1)C.Cl. (6) Given the product [C:25]1(=[O:35])[N:29]([CH2:7][CH2:8][C:9]2[O:10][CH:11]=[CH:12][C:13]=2[C:14]([O:16][CH3:17])=[O:15])[C:28](=[O:30])[C:27]2=[CH:31][CH:32]=[CH:33][CH:34]=[C:26]12, predict the reactants needed to synthesize it. The reactants are: CS(Cl)(=O)=O.O[CH2:7][CH2:8][C:9]1[O:10][CH:11]=[CH:12][C:13]=1[C:14]([O:16][CH3:17])=[O:15].C(N(CC)CC)C.[C:25]1(=[O:35])[NH:29][C:28](=[O:30])[C:27]2=[CH:31][CH:32]=[CH:33][CH:34]=[C:26]12.[K].